Dataset: Experimentally validated miRNA-target interactions with 360,000+ pairs, plus equal number of negative samples. Task: Binary Classification. Given a miRNA mature sequence and a target amino acid sequence, predict their likelihood of interaction. (1) The miRNA is hsa-miR-3180-5p with sequence CUUCCAGACGCUCCGCCCCACGUCG. The protein sequence of the target gene is MPSLPHSHRVMLDSVTHSTFLPNASFCDPLMSWTDLFSNEEYYPAFEHQTACDSYWTSVHPEYWTKRHVWEWLQFCCDQYKLDTNCISFCNFNISGLQLCSMTQEEFVEAAGLCGEYLYFILQNIRTQGYSFFNDAEESKATIKDYADSNCLKTSGIKSQDCHSHSRTSLQSSHLWEFVRDLLLSPEENCGILEWEDREQGIFRVVKSEALAKMWGQRKKNDRMTYEKLSRALRYYYKTGILERVDRRLVYKFGKNAHGWQEDKL. Result: 1 (interaction). (2) The miRNA is hsa-miR-4299 with sequence GCUGGUGACAUGAGAGGC. The protein sequence of the target gene is MSDQDHSMDEVTAVVKIEKDVGGNNGGSGNGGGAAFSQTRSSSTGSSSSSGGGGGQESQPSPLALLAATCSRIESPNENSNNSQGPSQSGGTGELDLTATQLSQGANGWQIISSSSGATPTSKEQSGNSTNGSNGSESSKNRTVSGGQYVVAATPNLQNQQVLTGLPGVMPNIQYQVIPQFQTVDGQQLQFAATGAQVQQDGSGQIQIIPGANQQIIPNRGSGGNIIAAMPNLLQQAVPLQGLANNVLSGQTQYVTNVPVALNGNITLLPVNSVSAATLTPSSQAGTISSSGSQESSSQP.... Result: 0 (no interaction). (3) The miRNA is hsa-miR-99b-3p with sequence CAAGCUCGUGUCUGUGGGUCCG. The protein sequence of the target gene is MEAMSPQQDALGAQPGRSSSLTGMSRIAGGPGTKKKMKTLAERRRSAPSLILDKALQKRPSTRDSHSASIDTCAFLSSFMCSSRTLLIDGPVELKRGLQRQERHLFLFNDLFVSAKIKYNNNFKIKNKIRLTDMWTASCVEEVGEGNMNAQKSFVLGWPTVNFVATFSSPEQKDKWLSLLQRYIALEKEKDYPKSIPLKIFAKDIGNCAYFKTITVMNSDTASEVINMSLQMLGITGSERDYQLWVNSGKEAAPYPLIGHEYPYGIKMSHLRDTALLTQGSRDSASPSQLQEPFLMEQLP.... Result: 0 (no interaction). (4) The miRNA is mmu-miR-467d-3p with sequence AUAUACAUACACACACCUACAC. The protein sequence of the target gene is MGENDPPAAEAPFSFRSLFGLDDLKISPVAPDGDAVAAQILSLLPLKFFPIIVIGIIALILALAIGLGIHFDCSGKYRCHSSFKCIELTARCDGVSDCKNAEDEYRCVRVSGQRAALQVFTAAAWRTMCSDDWKSHYAKIACAQLGFPSYVSSDHLRVDALEEQFQGDFVSINHLLSDDKVTALHHSVYMREGCTSGHVVTLKCSACGTRTGYSPRIVGGNMSSLTQWPWQVSLQFQGYHLCGGSIITPLWIVTAAHCVYDLYHPKSWTVQVGLVSLMDSPVPSHLVEKIIYHSKYKPKR.... Result: 0 (no interaction). (5) The miRNA is mmu-miR-5099 with sequence UUAGAUCGAUGUGGUGCUCC. The protein sequence of the target gene is MNYLRRRLSDSNFMANLPNGYMTDLQRPQPPPPPPSAASPGATPGSATASAERASTAAPVASPAAPSPGSSGGGGFFSSLSNAVKQTTAAAAATFSEQVGGGSGGAGRGGAAARVLLVIDEPHTDWAKYFKGKKIHGEIDIKVEQAEFSDLNLVAHANGGFSVDMEVLRNGVKVVRSLKPDFVLIRQHAFSMARNGDYRSLVIGLQYAGIPSVNSLHSVYNFCDKPWVFAQMVRLHKKLGTEEFPLIDQTFYPNHKEMLSSTTYPVVVKMGHAHSGMGKVKVDNQHDFQDIASVVALTKT.... Result: 0 (no interaction). (6) The miRNA is mmu-miR-329-3p with sequence AACACACCCAGCUAACCUUUUU. The protein sequence of the target gene is MPILLFLIDTSASMNQRSHLGTTYLDTAKGAVETFMKLRARDPASRGDRYMLVTFEEPPYAIKAGWKENHATFMNELKNLQAEGLTTLGQSLRTAFDLLNLNRLVTGIDNYGQGRNPFFLEPAIIITITDGSKLTTTSGVQDELHLPLNSPLPGSELTKEPFRWDQRLFALVLRLPGTMSVESEQLTGVPLDDSAITPMCEVTGGRSYSVCSPRMLNQCLESLVQKVQSGVVINFEKAGPDPPPAEEGQPDISRPFGSQPWHSCHKLIYVRPNPKTGVPIGHWPVPESFWPDQNSPTLPP.... Result: 1 (interaction). (7) The miRNA is hsa-miR-6815-3p with sequence UGGCUUCUCUUGCACACCCAG. The protein sequence of the target gene is MRECISIHVGQAGVQIGNACWELYCLEHGIQPDGQMPSDKTIGGGDDSFNTFFSETGAGKHVPRAVFVDLEPTVIDEVRTGTYRQLFHPEQLITGKEDAANNYARGHYTIGKEIIDLVLDRIRKLADQCTGLQGFLVFHSFGGGTGSGFTSLLMERLSVDYGKKSKLEFSIYPAPQVSTAVVEPYNSILTTHTTLEHSDCAFMVDNEAIYDICRRNLDIERPTYTNLNRLISQIVSSITASLRFDGALNVDLTEFQTNLVPYPRIHFPLATYAPVISAEKAYHEQLTVAEITNACFEPAN.... Result: 0 (no interaction). (8) Result: 0 (no interaction). The miRNA is mmu-miR-344g-3p with sequence CAGGCUCUAGCCAGGGGCUUGA. The protein sequence of the target gene is MVQLVLQYRDYQRATQRLAGIPELLNKLRQAPDFYVEMKWEFTSWVPLVSKMCPSDVYRVWKRGESLRVDTSLLGFEHMTWQRGRRSFIFKGQEAGALVMEVDHDRQVVHVETLGLTLQEPETLLAAMRPSEEHVASRLTSPIVSTHLDTRNVAFERNKCGIWGWRSEKMETVSGYEAKVYSATNVELVTRTRTEHLSDQDKSRSKAGKTPFQSFLGMAQQHSSHTGAPVQQAASPTNPTAISPEEYFDPNFSLESRNIGRPIEMSSKVQRFKATLWLSEEHPLSLGDQVTPIIDLMAIS.... (9) The miRNA is mmu-miR-1902 with sequence AGAGGUGCAGUAGGCAUGACUU. The protein sequence of the target gene is MAITLTLQTAEMQEGLLAVKVKEEEEEHSCGPESGLSRNNPHTREIFRRRFRQFCYQESPGPREALQRLQELCHQWLRPEMHTKEQILELLVLEQFLTILPEELQAWVRQHRPVSGEEAVTVLEDLERELDDPGEQVLSHAHEQEEFVKEKATPGAAQESSNDQFQTLEEQLGYNLREVCPVQEIDGKAGTWNVELAPKREISQEVKSLIQVLGKQNGNITQIPEYGDTCDREGRLEKQRVSSSVERPYICSECGKSFTQNSILIEHQRTHTGEKPYECDECGRAFSQRSGLFQHQRLHT.... Result: 0 (no interaction).